Dataset: Forward reaction prediction with 1.9M reactions from USPTO patents (1976-2016). Task: Predict the product of the given reaction. (1) The product is: [Br:9][C:10]1[CH:22]=[CH:21][C:20]([O:23][CH3:24])=[CH:19][C:11]=1[CH2:12][CH:13]1[CH2:14][CH2:15][N:16]([C:39](=[O:40])[CH2:38][CH:35]2[CH2:36][CH2:37][N:32]([C:30]([O:29][C:25]([CH3:27])([CH3:26])[CH3:28])=[O:31])[CH2:33][CH2:34]2)[CH2:17][CH2:18]1. Given the reactants C(N(CC)CC)C.Cl.[Br:9][C:10]1[CH:22]=[CH:21][C:20]([O:23][CH3:24])=[CH:19][C:11]=1[CH2:12][CH:13]1[CH2:18][CH2:17][NH:16][CH2:15][CH2:14]1.[C:25]([O:29][C:30]([N:32]1[CH2:37][CH2:36][CH:35]([CH2:38][C:39](O)=[O:40])[CH2:34][CH2:33]1)=[O:31])([CH3:28])([CH3:27])[CH3:26].O.ON1C2C=CC=CC=2N=N1, predict the reaction product. (2) Given the reactants [CH3:1][C:2]([SH:5])([CH3:4])[CH3:3].[H-].[Na+].CS([C:11]1[N:12]([C:22]2[CH:27]=[CH:26][C:25]([O:28][CH2:29][C:30]([F:33])([F:32])[F:31])=[CH:24][CH:23]=2)[C:13](=[O:21])[C:14]2[CH2:19][C:18](=[O:20])[NH:17][C:15]=2[N:16]=1)=O.C(O)(=O)CC(CC(O)=O)(C(O)=O)O, predict the reaction product. The product is: [C:2]([S:5][C:11]1[N:12]([C:22]2[CH:23]=[CH:24][C:25]([O:28][CH2:29][C:30]([F:32])([F:31])[F:33])=[CH:26][CH:27]=2)[C:13](=[O:21])[C:14]2[CH2:19][C:18](=[O:20])[NH:17][C:15]=2[N:16]=1)([CH3:4])([CH3:3])[CH3:1]. (3) The product is: [F:33][CH:2]([F:1])[C:3]1[C:11]2[C:6](=[CH:7][C:8]([C:12]([F:13])([F:14])[F:15])=[CH:9][CH:10]=2)[N:5]([S:16]([C:19]2[CH:24]=[CH:23][C:22]([O:25][CH3:26])=[C:21]([N:27]3[CH2:28][CH2:29][N:30]([CH3:34])[CH2:31][CH2:32]3)[CH:20]=2)(=[O:18])=[O:17])[CH:4]=1. Given the reactants [F:1][CH:2]([F:33])[C:3]1[C:11]2[C:6](=[CH:7][C:8]([C:12]([F:15])([F:14])[F:13])=[CH:9][CH:10]=2)[N:5]([S:16]([C:19]2[CH:24]=[CH:23][C:22]([O:25][CH3:26])=[C:21]([N:27]3[CH2:32][CH2:31][NH:30][CH2:29][CH2:28]3)[CH:20]=2)(=[O:18])=[O:17])[CH:4]=1.[C:34]([BH3-])#N.[Na+].C=O, predict the reaction product. (4) The product is: [Cl:18]/[CH:19]=[CH:20]/[C:2]#[C:1][C:3]1[CH:12]=[CH:11][C:6]([C:7]([O:9][CH3:10])=[O:8])=[CH:5][CH:4]=1. Given the reactants [C:1]([C:3]1[CH:12]=[CH:11][C:6]([C:7]([O:9][CH3:10])=[O:8])=[CH:5][CH:4]=1)#[CH:2].C(N)CCC.[Cl:18]/[CH:19]=[CH:20]/Cl, predict the reaction product.